This data is from Catalyst prediction with 721,799 reactions and 888 catalyst types from USPTO. The task is: Predict which catalyst facilitates the given reaction. (1) Reactant: [CH3:1][O:2][C:3](=[O:15])[C:4]1[CH:9]=[CH:8][CH:7]=[C:6]([N+:10]([O-:12])=[O:11])[C:5]=1[CH2:13]Br.CN(C)C=O.O.[N-:22]=[N+:23]=[N-:24].[Na+]. Product: [CH3:1][O:2][C:3](=[O:15])[C:4]1[CH:9]=[CH:8][CH:7]=[C:6]([N+:10]([O-:12])=[O:11])[C:5]=1[CH2:13][N:22]=[N+:23]=[N-:24]. The catalyst class is: 282. (2) Reactant: [NH2:1][C:2]1[N:7]=[CH:6][C:5]([O:8][C:9]2[CH:10]=[C:11]([NH:15][C:16]([C:18]3[CH:23]=[CH:22][CH:21]=[C:20]([CH3:24])[N:19]=3)=[O:17])[CH:12]=[CH:13][CH:14]=2)=[CH:4][CH:3]=1.[C:25]1([CH3:35])[CH:30]=[CH:29][C:28]([S:31](Cl)(=[O:33])=[O:32])=[CH:27][CH:26]=1. Product: [CH3:24][C:20]1[N:19]=[C:18]([C:16]([NH:15][C:11]2[CH:12]=[CH:13][CH:14]=[C:9]([O:8][C:5]3[CH:6]=[N:7][C:2]([NH:1][S:31]([C:28]4[CH:29]=[CH:30][C:25]([CH3:35])=[CH:26][CH:27]=4)(=[O:33])=[O:32])=[CH:3][CH:4]=3)[CH:10]=2)=[O:17])[CH:23]=[CH:22][CH:21]=1. The catalyst class is: 17. (3) Reactant: [C:1]([O:5][CH:6]([C:11]1[C:16]([C:17]([F:20])([F:19])[F:18])=[CH:15][CH:14]=[C:13]([C:21]2[CH:22]=[N:23][S:24][CH:25]=2)[C:12]=1[C:26]1[CH:27]=[CH:28][C:29]2[O:34][CH2:33][CH2:32][CH2:31][C:30]=2[CH:35]=1)[C:7]([O:9]C)=[O:8])([CH3:4])([CH3:3])[CH3:2].[OH-].[Li+].Cl. Product: [C:1]([O:5][CH:6]([C:11]1[C:16]([C:17]([F:18])([F:19])[F:20])=[CH:15][CH:14]=[C:13]([C:21]2[CH:22]=[N:23][S:24][CH:25]=2)[C:12]=1[C:26]1[CH:27]=[CH:28][C:29]2[O:34][CH2:33][CH2:32][CH2:31][C:30]=2[CH:35]=1)[C:7]([OH:9])=[O:8])([CH3:4])([CH3:2])[CH3:3]. The catalyst class is: 38.